From a dataset of Forward reaction prediction with 1.9M reactions from USPTO patents (1976-2016). Predict the product of the given reaction. (1) Given the reactants [ClH:1].[NH2:2][C:3]1[N:8]=[C:7]([NH:9][C:10]2[CH:11]=[C:12]([CH:23]=[CH:24][CH:25]=2)[C:13]([NH:15][C:16]2[CH:21]=[CH:20][C:19]([NH2:22])=[CH:18][CH:17]=2)=[O:14])[CH:6]=[C:5]([CH3:26])[N:4]=1.[Cl:27][C:28]1[C:37]2[C:32](=[CH:33][CH:34]=[CH:35][CH:36]=2)[N:31]=[CH:30][CH:29]=1.Cl.CO.CCOC(C)=O, predict the reaction product. The product is: [ClH:27].[ClH:1].[NH2:2][C:3]1[N:8]=[C:7]([NH:9][C:10]2[CH:11]=[C:12]([CH:23]=[CH:24][CH:25]=2)[C:13]([NH:15][C:16]2[CH:21]=[CH:20][C:19]([NH:22][C:28]3[C:37]4[C:32](=[CH:33][CH:34]=[CH:35][CH:36]=4)[N:31]=[CH:30][CH:29]=3)=[CH:18][CH:17]=2)=[O:14])[CH:6]=[C:5]([CH3:26])[N:4]=1. (2) Given the reactants [F:1][C:2]1[C:3]([OH:10])=[C:4]([CH:7]=[CH:8][CH:9]=1)[CH:5]=[O:6].[Br:11]N1C(=O)CCC1=O, predict the reaction product. The product is: [Br:11][C:8]1[CH:9]=[C:2]([F:1])[C:3]([OH:10])=[C:4]([CH:7]=1)[CH:5]=[O:6]. (3) Given the reactants [CH2:1]([O:8][CH2:9][C:10](Cl)=[O:11])[C:2]1[CH:7]=[CH:6][CH:5]=[CH:4][CH:3]=1.Cl.[CH2:14]([NH:16][CH2:17][C:18]([C:20]1[CH:25]=[CH:24][C:23]([F:26])=[C:22]([CH3:27])[CH:21]=1)=[O:19])[CH3:15].C(N(CC)CC)C, predict the reaction product. The product is: [CH2:1]([O:8][CH2:9][C:10]([N:16]([CH2:14][CH3:15])[CH2:17][C:18]([C:20]1[CH:25]=[CH:24][C:23]([F:26])=[C:22]([CH3:27])[CH:21]=1)=[O:19])=[O:11])[C:2]1[CH:7]=[CH:6][CH:5]=[CH:4][CH:3]=1. (4) Given the reactants Br[CH2:2][CH2:3][CH2:4][Cl:5].[NH:6]1[CH2:10][CH2:9][CH2:8][CH2:7]1, predict the reaction product. The product is: [ClH:5].[Cl:5][CH2:4][CH2:3][CH2:2][N:6]1[CH2:10][CH2:9][CH2:8][CH2:7]1. (5) Given the reactants C(O)(C(F)(F)F)=O.[F:8][C:9]1[CH:10]=[C:11]([CH:44]=[CH:45][CH:46]=1)[O:12][C:13]1[C:14]([N:31]2[CH2:36][CH2:35][N:34](C(OC(C)(C)C)=O)[CH2:33][CH2:32]2)=[C:15]2[CH:21]=[N:20][N:19](CC3C=CC(OC)=CC=3)[C:16]2=[N:17][CH:18]=1.C(Cl)[Cl:48], predict the reaction product. The product is: [ClH:48].[ClH:48].[F:8][C:9]1[CH:10]=[C:11]([CH:44]=[CH:45][CH:46]=1)[O:12][C:13]1[C:14]([N:31]2[CH2:36][CH2:35][NH:34][CH2:33][CH2:32]2)=[C:15]2[CH:21]=[N:20][NH:19][C:16]2=[N:17][CH:18]=1. (6) The product is: [C:20]([C:15]1[CH:16]=[CH:17][C:10]2[O:9][C:8]([C:6]([OH:5])=[O:7])=[C:12]([CH3:13])[C:11]=2[C:14]=1[O:18][CH3:19])(=[O:22])[CH3:21]. Given the reactants C([O:5][C:6]([C:8]1[O:9][C:10]2[CH:17]=[CH:16][CH:15]=[C:14]([O:18][CH3:19])[C:11]=2[C:12]=1[CH3:13])=[O:7])(C)(C)C.[C:20](Cl)(=[O:22])[CH3:21], predict the reaction product. (7) Given the reactants [F:1][C:2]1[CH:3]=[C:4]([CH:6]=[CH:7][C:8]=1[O:9][CH3:10])[NH2:5].[N:11]([O-])=O.[Na+].O.O.[Sn](Cl)Cl, predict the reaction product. The product is: [F:1][C:2]1[CH:3]=[C:4]([NH:5][NH2:11])[CH:6]=[CH:7][C:8]=1[O:9][CH3:10].